Dataset: Drug-target binding data from BindingDB using IC50 measurements. Task: Regression. Given a target protein amino acid sequence and a drug SMILES string, predict the binding affinity score between them. We predict pIC50 (pIC50 = -log10(IC50 in M); higher means more potent). Dataset: bindingdb_ic50. (1) The compound is O=C(CCl)c1ccccc1. The target is XTSFAESXKPVQQPSAFGS. The pIC50 is 4.3. (2) The target protein (P26435) has sequence MEVHNVSAPFNFSLPPGFGHRATDKALSIILVLMLLLIMLSLGCTMEFSKIKAHLWKPKGVIVALVAQFGIMPLAAFLLGKIFHLSNIEALAILICGCSPGGNLSNLFTLAMKGDMNLSIVMTTCSSFSALGMMPLLLYVYSKGIYDGDLKDKVPYKGIMISLVIVLIPCTIGIVLKSKRPHYVPYILKGGMIITFLLSVAVTALSVINVGNSIMFVMTPHLLATSSLMPFSGFLMGYILSALFQLNPSCRRTISMETGFQNIQLCSTILNVTFPPEVIGPLFFFPLLYMIFQLAEGLLIIIIFRCYEKIKPPKDQTKITYKAAATEDATPAALEKGTHNGNIPPLQPGPSPNGLNSGQMAN. The pIC50 is 8.4. The compound is Cc1c(NS(C)(=O)=O)cccc1N(Cc1ccccc1)Cc1ccc(Oc2ccc(CCC(=O)NCCO[C@@H]3CC[C@]4(C)[C@@H](C[C@H](O)[C@@H]5[C@H]6CC[C@@H]([C@@H](C)CCC(=O)O)[C@]6(C)[C@H](O)C[C@H]54)C3)cc2)cc1. (3) The drug is CC1(C)CC(=O)c2cc(C#N)c(N3CCN(c4ccccc4)CC3)nc2C1. The target protein (P23385) has sequence MVRLLLIFFPMIFLEMSILPRMPDRKVLLAGASSQRSVARMDGDVIIGALFSVHHQPPAEKVPERKCGEIREQYGIQRVEAMFHTLDKINADPVLLPNITLGSEIRDSCWHSSVALEQSIEFIRDSLISIRDEKDGLNRCLPDGQTLPPGRTKKPIAGVIGPGSSSVAIQVQNLLQLFDIPQIAYSATSIDLSDKTLYKYFLRVVPSDTLQARAMLDIVKRYNWTYVSAVHTEGNYGESGMDAFKELAAQEGLCIAHSDKIYSNAGEKSFDRLLRKLRERLPKARVVVCFCEGMTVRGLLSAMRRLGVVGEFSLIGSDGWADRDEVIEGYEVEANGGITIKLQSPEVRSFDDYFLKLRLDTNTRNPWFPEFWQHRFQCRLPGHLLENPNFKKVCTGNESLEENYVQDSKMGFVINAIYAMAHGLQNMHHALCPGHVGLCDAMKPIDGRKLLDFLIKSSFVGVSGEEVWFDEKGDAPGRYDIMNLQYTEANRYDYVHVGTW.... The pIC50 is 6.9. (4) The drug is CC1CC(C)CN(c2ccccc2CN/C(N)=N/C(=O)c2ccc(C[C@H](N)C(=O)O)cc2)C1. The target protein (P17752) has sequence MIEDNKENKDHSLERGRASLIFSLKNEVGGLIKALKIFQEKHVNLLHIESRKSKRRNSEFEIFVDCDINREQLNDIFHLLKSHTNVLSVNLPDNFTLKEDGMETVPWFPKKISDLDHCANRVLMYGSELDADHPGFKDNVYRKRRKYFADLAMNYKHGDPIPKVEFTEEEIKTWGTVFQELNKLYPTHACREYLKNLPLLSKYCGYREDNIPQLEDVSNFLKERTGFSIRPVAGYLSPRDFLSGLAFRVFHCTQYVRHSSDPFYTPEPDTCHELLGHVPLLAEPSFAQFSQEIGLASLGASEEAVQKLATCYFFTVEFGLCKQDGQLRVFGAGLLSSISELKHALSGHAKVKPFDPKITCKQECLITTFQDVYFVSESFEDAKEKMREFTKTIKRPFGVKYNPYTRSIQILKDTKSITSAMNELQHDLDVVSDALAKVSRKPSI. The pIC50 is 7.6.